From a dataset of NCI-60 drug combinations with 297,098 pairs across 59 cell lines. Regression. Given two drug SMILES strings and cell line genomic features, predict the synergy score measuring deviation from expected non-interaction effect. (1) Drug 1: C1CCN(CC1)CCOC2=CC=C(C=C2)C(=O)C3=C(SC4=C3C=CC(=C4)O)C5=CC=C(C=C5)O. Drug 2: CS(=O)(=O)OCCCCOS(=O)(=O)C. Cell line: U251. Synergy scores: CSS=14.1, Synergy_ZIP=-4.90, Synergy_Bliss=-0.105, Synergy_Loewe=-0.723, Synergy_HSA=-0.288. (2) Drug 1: CS(=O)(=O)C1=CC(=C(C=C1)C(=O)NC2=CC(=C(C=C2)Cl)C3=CC=CC=N3)Cl. Drug 2: CC1CCCC2(C(O2)CC(NC(=O)CC(C(C(=O)C(C1O)C)(C)C)O)C(=CC3=CSC(=N3)C)C)C. Cell line: SR. Synergy scores: CSS=29.1, Synergy_ZIP=-0.525, Synergy_Bliss=8.61, Synergy_Loewe=7.50, Synergy_HSA=8.29. (3) Drug 1: C1=C(C(=O)NC(=O)N1)N(CCCl)CCCl. Drug 2: C1C(C(OC1N2C=NC3=C2NC=NCC3O)CO)O. Cell line: UACC-257. Synergy scores: CSS=1.03, Synergy_ZIP=-1.30, Synergy_Bliss=-1.38, Synergy_Loewe=-8.59, Synergy_HSA=-3.26. (4) Drug 1: C1CN1C2=NC(=NC(=N2)N3CC3)N4CC4. Drug 2: C1CCC(CC1)NC(=O)N(CCCl)N=O. Cell line: T-47D. Synergy scores: CSS=14.0, Synergy_ZIP=-6.50, Synergy_Bliss=4.13, Synergy_Loewe=-6.16, Synergy_HSA=2.96.